Dataset: NCI-60 drug combinations with 297,098 pairs across 59 cell lines. Task: Regression. Given two drug SMILES strings and cell line genomic features, predict the synergy score measuring deviation from expected non-interaction effect. Drug 2: CS(=O)(=O)OCCCCOS(=O)(=O)C. Cell line: LOX IMVI. Drug 1: CCC1(CC2CC(C3=C(CCN(C2)C1)C4=CC=CC=C4N3)(C5=C(C=C6C(=C5)C78CCN9C7C(C=CC9)(C(C(C8N6C)(C(=O)OC)O)OC(=O)C)CC)OC)C(=O)OC)O.OS(=O)(=O)O. Synergy scores: CSS=7.47, Synergy_ZIP=-1.56, Synergy_Bliss=2.66, Synergy_Loewe=-0.310, Synergy_HSA=0.545.